From a dataset of Reaction yield outcomes from USPTO patents with 853,638 reactions. Predict the reaction yield, written as a fraction of the theoretical maximum amount of product (1.0 means a 100% yield; for example, 0.34 means a 34% yield). (1) The reactants are C1(P(C2C=CC=CC=2)C2C=CC=CC=2)C=CC=CC=1.[Br:20]Br.[Cl:22][C:23]1[CH:28]=[CH:27][C:26]([CH2:29]O)=[CH:25][C:24]=1[F:31]. The catalyst is C(Cl)Cl. The product is [Br:20][CH2:29][C:26]1[CH:27]=[CH:28][C:23]([Cl:22])=[C:24]([F:31])[CH:25]=1. The yield is 0.850. (2) The reactants are [Li+].C[Si]([N-][Si](C)(C)C)(C)C.[CH3:11][C:12]1[CH:17]=[CH:16][N:15]=[CH:14][C:13]=1[NH2:18].F[C:20]1[CH:25]=[CH:24][CH:23]=[CH:22][C:21]=1[N+:26]([O-:28])=[O:27]. The catalyst is C1COCC1.CCCCCC.C(OCC)(=O)C. The product is [CH3:11][C:12]1[CH:17]=[CH:16][N:15]=[CH:14][C:13]=1[NH:18][C:20]1[CH:25]=[CH:24][CH:23]=[CH:22][C:21]=1[N+:26]([O-:28])=[O:27]. The yield is 0.283.